This data is from Reaction yield outcomes from USPTO patents with 853,638 reactions. The task is: Predict the reaction yield, written as a fraction of the theoretical maximum amount of product (1.0 means a 100% yield; for example, 0.34 means a 34% yield). (1) The product is [CH3:9][O:8][C:4]1[N:3]=[C:2]([N:14]2[CH2:15][CH2:16][N:11]([CH3:10])[CH2:12][CH2:13]2)[CH:7]=[CH:6][CH:5]=1. The yield is 0.880. The catalyst is CN(C=O)C. The reactants are Br[C:2]1[CH:7]=[CH:6][CH:5]=[C:4]([O:8][CH3:9])[N:3]=1.[CH3:10][N:11]1[CH2:16][CH2:15][NH:14][CH2:13][CH2:12]1.C([O-])([O-])=O.[K+].[K+]. (2) The reactants are [CH2:1]([O:8][C:9](=[O:23])[C@@H:10]1[CH2:14][CH2:13][C:12](=[O:15])[N:11]1[C:16]([O:18][C:19]([CH3:22])([CH3:21])[CH3:20])=[O:17])[C:2]1[CH:7]=[CH:6][CH:5]=[CH:4][CH:3]=1.[CH:24]([Mg]Br)=[CH2:25]. The catalyst is C1COCC1. The product is [CH2:1]([O:8][C:9](=[O:23])[CH:10]([NH:11][C:16]([O:18][C:19]([CH3:22])([CH3:21])[CH3:20])=[O:17])[CH2:14][CH2:13][C:12](=[O:15])[CH:24]=[CH2:25])[C:2]1[CH:7]=[CH:6][CH:5]=[CH:4][CH:3]=1. The yield is 0.350. (3) The reactants are [F:1][C:2]1[CH:7]=[CH:6][C:5]([S:8]([NH:11][C@@H:12]([CH2:16]O)[CH2:13][CH2:14][OH:15])(=[O:10])=[O:9])=[CH:4][CH:3]=1.C1CCN(C(/N=N/C(N2CCCCC2)=O)=O)CC1.C(P(CCCC)CCCC)CCC. The catalyst is C1COCC1. The product is [F:1][C:2]1[CH:7]=[CH:6][C:5]([S:8]([N:11]2[CH2:16][C@H:12]2[CH2:13][CH2:14][OH:15])(=[O:10])=[O:9])=[CH:4][CH:3]=1. The yield is 0.770. (4) The catalyst is CN(C=O)C. The reactants are [CH2:1]([C:3]1[CH:18]=[CH:17][C:6]([O:7][C@H:8]([CH3:16])[CH2:9][CH2:10][O:11]S(C)(=O)=O)=[C:5]([O:19][C:20]2[CH:25]=[CH:24][CH:23]=[CH:22][CH:21]=2)[CH:4]=1)[CH3:2].C[O:27][C:28](=[O:40])[CH2:29][CH2:30][C:31]1[C:36]([CH3:37])=[CH:35][C:34](O)=[CH:33][C:32]=1[CH3:39].C(=O)([O-])[O-].[Cs+].[Cs+].[OH-].[Na+]. The yield is 0.250. The product is [CH2:1]([C:3]1[CH:18]=[CH:17][C:6]([O:7][C@H:8]([CH3:16])[CH2:9][CH2:10][O:11][C:34]2[CH:35]=[C:36]([CH3:37])[C:31]([CH2:30][CH2:29][C:28]([OH:40])=[O:27])=[C:32]([CH3:39])[CH:33]=2)=[C:5]([O:19][C:20]2[CH:25]=[CH:24][CH:23]=[CH:22][CH:21]=2)[CH:4]=1)[CH3:2]. (5) The yield is 0.420. The reactants are [Cl:1][C:2]1[C:3]([O:30][C@H:31]2[CH2:36][C:35]([F:38])([F:37])[CH2:34][CH2:33][C@@H:32]2[C:39]2[CH:40]=[N:41][N:42](COC)[CH:43]=2)=[CH:4][C:5]([F:29])=[C:6]([S:8]([N:11](CC2C=CC(OC)=CC=2OC)[C:12]2[CH:17]=[CH:16][N:15]=[CH:14][N:13]=2)(=[O:10])=[O:9])[CH:7]=1.C([SiH](CC)CC)C.FC(F)(F)C(O)=O.Cl. The product is [Cl:1][C:2]1[C:3]([O:30][C@H:31]2[CH2:36][C:35]([F:38])([F:37])[CH2:34][CH2:33][C@@H:32]2[C:39]2[CH:43]=[N:42][NH:41][CH:40]=2)=[CH:4][C:5]([F:29])=[C:6]([S:8]([NH:11][C:12]2[CH:17]=[CH:16][N:15]=[CH:14][N:13]=2)(=[O:9])=[O:10])[CH:7]=1. The catalyst is C(O)C.ClCCl. (6) The reactants are [S:1](=[O:26])(=[O:25])([O:3][CH2:4][C@@H:5]1[C@@H:12]2[C@@H:8]([O:9][C:10]([CH3:14])([CH3:13])[O:11]2)[C@H:7]([N:15]2[CH:23]=[N:22][C:21]3[C:16]2=[N:17][CH:18]=[N:19][C:20]=3Cl)[O:6]1)[NH2:2].[Na+].[I-:28].FC(F)(F)C(O)=O. The catalyst is CC(=O)CC. The product is [S:1](=[O:26])(=[O:25])([O:3][CH2:4][C@@H:5]1[C@@H:12]2[C@@H:8]([O:9][C:10]([CH3:14])([CH3:13])[O:11]2)[C@H:7]([N:15]2[CH:23]=[N:22][C:21]3[C:16]2=[N:17][CH:18]=[N:19][C:20]=3[I:28])[O:6]1)[NH2:2]. The yield is 0.810.